Dataset: Forward reaction prediction with 1.9M reactions from USPTO patents (1976-2016). Task: Predict the product of the given reaction. Given the reactants [Cl:1][C:2]1[C:7]([C:8]2[C:9](=[O:21])[N:10]([CH2:19][CH3:20])[C:11]3[C:16]([CH:17]=2)=[CH:15][N:14]=[C:13](Cl)[CH:12]=3)=[CH:6][C:5]([NH:22][C:23]([NH:25][C:26]2[CH:31]=[CH:30][C:29]([F:32])=[C:28]([CH2:33][N:34]3[CH2:39][CH2:38][O:37][CH2:36][CH2:35]3)[CH:27]=2)=[O:24])=[C:4]([F:40])[CH:3]=1.C([O-])([O-])=O.[K+].[K+].[CH:47]([NH2:49])=[O:48].CCOC(C)=O, predict the reaction product. The product is: [Cl:1][C:2]1[CH:3]=[C:4]([F:40])[C:5]([NH:22][C:23]([NH:25][C:26]2[CH:31]=[CH:30][C:29]([F:32])=[C:28]([CH2:33][N:34]3[CH2:39][CH2:38][O:37][CH2:36][CH2:35]3)[CH:27]=2)=[O:24])=[CH:6][C:7]=1[C:8]1[C:9](=[O:21])[N:10]([CH2:19][CH3:20])[C:11]2[C:16]([CH:17]=1)=[CH:15][N:14]=[C:13]([NH:49][CH:47]=[O:48])[CH:12]=2.